From a dataset of Full USPTO retrosynthesis dataset with 1.9M reactions from patents (1976-2016). Predict the reactants needed to synthesize the given product. Given the product [O:1]1[CH2:2][CH2:3][N:4]([C:7]2[CH:12]=[CH:11][C:10]([C:13]3[N:22]=[C:21]([O:23][CH2:24][C@H:25]4[O:30][CH2:29][CH2:28][NH:27][CH2:26]4)[C:20]4[C:15](=[N:16][CH:17]=[CH:18][N:19]=4)[CH:14]=3)=[CH:9][CH:8]=2)[CH2:5][CH2:6]1, predict the reactants needed to synthesize it. The reactants are: [O:1]1[CH2:6][CH2:5][N:4]([C:7]2[CH:12]=[CH:11][C:10]([C:13]3[N:22]=[C:21]([O:23][CH2:24][C@H:25]4[O:30][CH2:29][CH2:28][N:27](C(OC(C)(C)C)=O)[CH2:26]4)[C:20]4[C:15](=[N:16][CH:17]=[CH:18][N:19]=4)[CH:14]=3)=[CH:9][CH:8]=2)[CH2:3][CH2:2]1.